Dataset: Full USPTO retrosynthesis dataset with 1.9M reactions from patents (1976-2016). Task: Predict the reactants needed to synthesize the given product. (1) Given the product [CH3:33][N:32]([CH3:34])[C:21]1[CH:22]=[CH:23][CH:24]=[C:25]([O:26][CH2:27][CH2:28][N:29]([CH3:31])[CH3:30])[C:20]=1[CH2:19][N:16]1[CH2:17][CH2:18][CH:13]([NH:12][C:10]2[C:9]3[C:4](=[CH:5][C:6]([O:37][CH3:38])=[C:7]([O:35][CH3:36])[CH:8]=3)[N:3]=[C:2]([NH:39][CH2:40][CH2:41][CH2:42][OH:43])[N:11]=2)[CH2:14][CH2:15]1, predict the reactants needed to synthesize it. The reactants are: Cl[C:2]1[N:11]=[C:10]([NH:12][CH:13]2[CH2:18][CH2:17][N:16]([CH2:19][C:20]3[C:25]([O:26][CH2:27][CH2:28][N:29]([CH3:31])[CH3:30])=[CH:24][CH:23]=[CH:22][C:21]=3[N:32]([CH3:34])[CH3:33])[CH2:15][CH2:14]2)[C:9]2[C:4](=[CH:5][C:6]([O:37][CH3:38])=[C:7]([O:35][CH3:36])[CH:8]=2)[N:3]=1.[NH2:39][CH2:40][CH2:41][CH2:42][OH:43]. (2) Given the product [CH3:2][O:3][C:4](=[O:15])[C:5]1[CH:6]=[CH:7][C:8]([C:11](=[O:14])[CH2:12][NH:13][C:38](=[O:39])[C@@H:36]([N:35]([C:28]([O:30][C:31]([CH3:34])([CH3:33])[CH3:32])=[O:29])[CH3:41])[CH3:37])=[CH:9][CH:10]=1, predict the reactants needed to synthesize it. The reactants are: Cl.[CH3:2][O:3][C:4](=[O:15])[C:5]1[CH:10]=[CH:9][C:8]([C:11](=[O:14])[CH2:12][NH2:13])=[CH:7][CH:6]=1.CCN=C=NCCCN(C)C.Cl.[C:28]([N:35]([CH3:41])[C@H:36]([C:38](O)=[O:39])[CH3:37])([O:30][C:31]([CH3:34])([CH3:33])[CH3:32])=[O:29].C1C=CC2N(O)N=NC=2C=1.CN1CCOCC1.